From a dataset of Experimentally validated miRNA-target interactions with 360,000+ pairs, plus equal number of negative samples. Binary Classification. Given a miRNA mature sequence and a target amino acid sequence, predict their likelihood of interaction. (1) The miRNA is hsa-miR-6822-5p with sequence CAGGGAACCAGUUGGGGCUU. The protein sequence of the target gene is MDDDDDSCLLDLIGDPQALNYFLHGPSNKSSNDDLTNAGYSAANSNSIFANSSNADPKSSLKGVSNQLGEGPSDGLPLSSSLQFLEDELESSPLPDLTEDQPFDILQKSLQEANITEQTLAEEAYLDASIGSSQQFAQAQLHPSSSASFTQASNVSNYSGQTLQPIGVTHVPVGASFASNTVGVQHGFMQHVGISVPSQHLSNSSQISGSGQIQLIGSFGNHPSMMTINNLDGSQIILKGSGQQAPSNVSGGLLVHRQTPNGNSLFGNSSSSPVAQPVTVPFNSTNFQTSLPVHNIIIQR.... Result: 1 (interaction). (2) Result: 0 (no interaction). The protein sequence of the target gene is MGEFNEKKTTCGTVCLKYLLFTYNCCFWLAGLAVMAVGIWTLALKSDYISLLASGTYLATAYILVVAGTVVMVTGVLGCCATFKERRNLLRLYFILLLIIFLLEIIAGILAYAYYQQLNTELKENLKDTMTKRYHQPGHEAVTSAVDQLQQEFHCCGSNNSQDWRDSEWIRSQEAGGRVVPDSCCKTVVALCGQRDHASNIYKVEGGCITKLETFIQEHLRVIGAVGIGIACVQVFGMIFTCCLYRSLKLEHY. The miRNA is ath-miR774a with sequence UUGGUUACCCAUAUGGCCAUC.